This data is from Reaction yield outcomes from USPTO patents with 853,638 reactions. The task is: Predict the reaction yield, written as a fraction of the theoretical maximum amount of product (1.0 means a 100% yield; for example, 0.34 means a 34% yield). (1) The reactants are [Cl:1][C:2]1[C:37]([C:38]([F:41])([F:40])[F:39])=[CH:36][CH:35]=[CH:34][C:3]=1[CH2:4][N:5]([CH2:20][CH:21]([C:28]1[CH:33]=[CH:32][CH:31]=[CH:30][CH:29]=1)[C:22]1[CH:27]=[CH:26][CH:25]=[CH:24][CH:23]=1)[CH2:6][CH2:7][CH2:8][O:9][C:10]1[CH:15]=[CH:14][CH:13]=[C:12]([N+:16]([O-])=O)[C:11]=1[CH3:19].C(Cl)(Cl)Cl. The catalyst is CO.[Pd]. The product is [Cl:1][C:2]1[C:37]([C:38]([F:39])([F:40])[F:41])=[CH:36][CH:35]=[CH:34][C:3]=1[CH2:4][N:5]([CH2:20][CH:21]([C:22]1[CH:23]=[CH:24][CH:25]=[CH:26][CH:27]=1)[C:28]1[CH:33]=[CH:32][CH:31]=[CH:30][CH:29]=1)[CH2:6][CH2:7][CH2:8][O:9][C:10]1[C:11]([CH3:19])=[C:12]([NH2:16])[CH:13]=[CH:14][CH:15]=1. The yield is 0.750. (2) The reactants are [Cl:1][C:2]1[CH:3]=[C:4]([CH:8]=[C:9]([O:11][C:12]([F:15])([F:14])[F:13])[CH:10]=1)[C:5](O)=[O:6].B.C1COCC1. The catalyst is C1COCC1. The product is [Cl:1][C:2]1[CH:3]=[C:4]([CH:8]=[C:9]([O:11][C:12]([F:13])([F:14])[F:15])[CH:10]=1)[CH2:5][OH:6]. The yield is 1.00. (3) The reactants are C(OC(=O)C[CH2:8][C:9]1[CH:14]=[CH:13][C:12]([OH:15])=[CH:11][C:10]=1[CH2:16][O:17][C:18]1[CH:23]=[CH:22][C:21]([C:24]([F:27])([F:26])[F:25])=[CH:20][CH:19]=1)(C)(C)C.[C:29]1([C:54]2[CH:59]=[CH:58][CH:57]=[CH:56][CH:55]=2)[CH:34]=[CH:33][C:32]([C:35]2[O:36][C:37]([CH3:53])=[C:38]([CH2:40][CH2:41]OS(C3C=CC(C)=CC=3)(=O)=O)[N:39]=2)=[CH:31][CH:30]=1.[CH3:60]N(C=O)C.[C:65](=[O:68])([O-])[O-:66].[Cs+].[Cs+]. The catalyst is CCOCC. The product is [C:29]1([C:54]2[CH:55]=[CH:56][CH:57]=[CH:58][CH:59]=2)[CH:34]=[CH:33][C:32]([C:35]2[O:36][C:37]([CH3:53])=[C:38]([CH2:40][CH2:41][O:15][C:12]3[CH:13]=[CH:14][C:9]([CH2:8][CH2:60][C:65]([OH:66])=[O:68])=[C:10]([CH2:16][O:17][C:18]4[CH:23]=[CH:22][C:21]([C:24]([F:25])([F:27])[F:26])=[CH:20][CH:19]=4)[CH:11]=3)[N:39]=2)=[CH:31][CH:30]=1. The yield is 0.710. (4) The reactants are [C:1]([CH2:3][CH2:4][O:5][CH2:6][O:7][C@@H:8]1[C@H:12]([OH:13])[C@@H:11]([CH2:14][OH:15])[O:10][C@H:9]1[N:16]1[CH:23]=[C:22]([CH3:24])[C:20](=[O:21])[NH:19][C:17]1=[O:18])#[N:2].O1CCCC1.N1C=CC=CC=1.[CH3:36][O:37][C:38]1[CH:59]=[CH:58][C:41]([C:42](Cl)([C:51]2[CH:56]=[CH:55][CH:54]=[CH:53][CH:52]=2)[C:43]2[CH:48]=[CH:47][C:46]([O:49][CH3:50])=[CH:45][CH:44]=2)=[CH:40][CH:39]=1. The catalyst is CO. The product is [CH3:50][O:49][C:46]1[CH:45]=[CH:44][C:43]([C:42]([O:15][CH2:14][C@H:11]2[O:10][C@@H:9]([N:16]3[CH:23]=[C:22]([CH3:24])[C:20](=[O:21])[NH:19][C:17]3=[O:18])[C@H:8]([O:7][CH2:6][O:5][CH2:4][CH2:3][C:1]#[N:2])[C@@H:12]2[OH:13])([C:51]2[CH:52]=[CH:53][CH:54]=[CH:55][CH:56]=2)[C:41]2[CH:58]=[CH:59][C:38]([O:37][CH3:36])=[CH:39][CH:40]=2)=[CH:48][CH:47]=1. The yield is 0.912. (5) The reactants are [NH2:1][CH:2]1[CH2:6][CH2:5][N:4]([CH2:7][C:8]2[CH:13]=[CH:12][CH:11]=[CH:10][CH:9]=2)[CH2:3]1.[OH-].[Na+].[C:16](Cl)(=[O:25])[O:17][CH2:18][C:19]1[CH:24]=[CH:23][CH:22]=[CH:21][CH:20]=1. The catalyst is CCCCCCCCCCCCCCCCCC[N+](CCCCCCCCCCCCCCCCCC)(C)C.[Cl-].O. The product is [CH2:7]([N:4]1[CH2:5][CH2:6][CH:2]([NH:1][C:16]([O:17][CH2:18][C:19]2[CH:24]=[CH:23][CH:22]=[CH:21][CH:20]=2)=[O:25])[CH2:3]1)[C:8]1[CH:13]=[CH:12][CH:11]=[CH:10][CH:9]=1. The yield is 0.910.